This data is from Full USPTO retrosynthesis dataset with 1.9M reactions from patents (1976-2016). The task is: Predict the reactants needed to synthesize the given product. (1) Given the product [Cl:22][C:15]1[C:16]([F:21])=[CH:17][CH:18]=[C:19]([Cl:20])[C:14]=1[C@H:12]([O:11][C:10]1[C:5]2[O:4][CH:3]=[C:2]([C:28]3[CH:27]=[N:26][N:25]([CH3:24])[CH:29]=3)[C:6]=2[CH:7]=[N:8][C:9]=1[NH2:23])[CH3:13], predict the reactants needed to synthesize it. The reactants are: Br[C:2]1[C:6]2[CH:7]=[N:8][C:9]([NH2:23])=[C:10]([O:11][C@@H:12]([C:14]3[C:19]([Cl:20])=[CH:18][CH:17]=[C:16]([F:21])[C:15]=3[Cl:22])[CH3:13])[C:5]=2[O:4][CH:3]=1.[CH3:24][N:25]1[CH:29]=[C:28](B2OC(C)(C)C(C)(C)O2)[CH:27]=[N:26]1.C(=O)([O-])[O-].[K+].[K+]. (2) Given the product [ClH:1].[Cl:1][C:2]1[CH:3]=[C:4]([C:8]2([F:25])[CH2:11][C:10]3([CH2:16][CH2:15][NH:14][CH2:13][CH2:12]3)[CH2:9]2)[CH:5]=[CH:6][CH:7]=1, predict the reactants needed to synthesize it. The reactants are: [Cl:1][C:2]1[CH:3]=[C:4]([C:8]2(O)[CH2:11][C:10]3([CH2:16][CH2:15][N:14](C(OC(C)(C)C)=O)[CH2:13][CH2:12]3)[CH2:9]2)[CH:5]=[CH:6][CH:7]=1.[F:25]C1(C2C=CC=C(OC(F)(F)F)C=2)CC2(CCNCC2)C1.